From a dataset of Full USPTO retrosynthesis dataset with 1.9M reactions from patents (1976-2016). Predict the reactants needed to synthesize the given product. (1) Given the product [CH:41]1([C:2]2[CH:3]=[C:4]3[C:23]([C:24](=[O:27])[NH:25][CH3:26])=[C:22]([C:28]4[CH:29]=[CH:30][C:31]([CH3:34])=[CH:32][CH:33]=4)[O:21][C:5]3=[N:6][C:7]=2[N:8]([CH2:13][CH2:14][CH2:15][CH2:16][C:17]([O:19][CH3:20])=[O:18])[S:9]([CH3:12])(=[O:11])=[O:10])[CH2:35][CH2:36]1, predict the reactants needed to synthesize it. The reactants are: I[C:2]1[CH:3]=[C:4]2[C:23]([C:24](=[O:27])[NH:25][CH3:26])=[C:22]([C:28]3[CH:33]=[CH:32][C:31]([CH3:34])=[CH:30][CH:29]=3)[O:21][C:5]2=[N:6][C:7]=1[N:8]([CH2:13][CH2:14][CH2:15][CH2:16][C:17]([O:19][CH3:20])=[O:18])[S:9]([CH3:12])(=[O:11])=[O:10].[C:35]1([CH3:41])C=CC=C[CH:36]=1. (2) Given the product [Cl:43][C:44]1[CH:51]=[CH:50][C:47]([CH2:48][NH:49][C:15]([C:6]2[C:5](=[O:18])[C:4]3[C:9](=[N:10][C:11]([O:12][CH3:13])=[C:2]([I:1])[CH:3]=3)[N:8]([CH3:14])[CH:7]=2)=[O:17])=[CH:46][CH:45]=1, predict the reactants needed to synthesize it. The reactants are: [I:1][C:2]1[CH:3]=[C:4]2[C:9](=[N:10][C:11]=1[O:12][CH3:13])[N:8]([CH3:14])[CH:7]=[C:6]([C:15]([OH:17])=O)[C:5]2=[O:18].C1C=CC(OP(Cl)(OC2C=CC=CC=2)=O)=CC=1.C(N(CC)CC)C.[Cl:43][C:44]1[CH:51]=[CH:50][C:47]([CH2:48][NH2:49])=[CH:46][CH:45]=1. (3) Given the product [CH3:1][CH2:2][CH2:3][CH2:4][CH2:5][C:6]1[CH:11]=[C:10]([OH:12])[C:9]2[C@@H:13]3[CH:14]=[C:15]([CH3:22])[CH2:16][CH2:17][C@H:18]3[C:19]([CH3:21])([CH3:20])[O:23][C:8]=2[CH:7]=1, predict the reactants needed to synthesize it. The reactants are: [CH3:1][CH2:2][CH2:3][CH2:4][CH2:5][C:6]1[CH:7]=[C:8]([OH:23])[C:9]([C@H:13]2[C@H:18]([C:19]([CH3:21])=[CH2:20])[CH2:17][CH2:16][C:15]([CH3:22])=[CH:14]2)=[C:10]([OH:12])[CH:11]=1. (4) Given the product [N+:23]([C:20]1[CH:21]=[CH:22][C:17](/[CH:2]=[CH:1]/[CH:3]2[CH2:4][CH2:5][N:6]([C:9]([O:11][C:12]([CH3:15])([CH3:14])[CH3:13])=[O:10])[CH2:7][CH2:8]2)=[CH:18][CH:19]=1)([O-:25])=[O:24], predict the reactants needed to synthesize it. The reactants are: [CH:1]([CH:3]1[CH2:8][CH2:7][N:6]([C:9]([O:11][C:12]([CH3:15])([CH3:14])[CH3:13])=[O:10])[CH2:5][CH2:4]1)=[CH2:2].Br[C:17]1[CH:22]=[CH:21][C:20]([N+:23]([O-:25])=[O:24])=[CH:19][CH:18]=1.C(N(CC)CC)C. (5) Given the product [C:2]([C@@H:3]([NH:23][C:24]([C:26]1([NH:32][C:33](=[O:39])[O:34][C:35]([CH3:37])([CH3:36])[CH3:38])[CH2:31][CH2:30][O:29][CH2:28][CH2:27]1)=[O:25])[CH2:4][C:5]1[CH:10]=[CH:9][C:8]([C:11]2[CH:22]=[CH:21][C:14]3[O:15][CH2:16][C:17](=[O:20])[N:18]([CH3:19])[C:13]=3[CH:12]=2)=[CH:7][CH:6]=1)#[N:1], predict the reactants needed to synthesize it. The reactants are: [NH2:1][C:2](=O)[C@@H:3]([NH:23][C:24]([C:26]1([NH:32][C:33](=[O:39])[O:34][C:35]([CH3:38])([CH3:37])[CH3:36])[CH2:31][CH2:30][O:29][CH2:28][CH2:27]1)=[O:25])[CH2:4][C:5]1[CH:10]=[CH:9][C:8]([C:11]2[CH:22]=[CH:21][C:14]3[O:15][CH2:16][C:17](=[O:20])[N:18]([CH3:19])[C:13]=3[CH:12]=2)=[CH:7][CH:6]=1.CC[N+](S(N=C(OC)[O-])(=O)=O)(CC)CC. (6) Given the product [CH:20]1[C:21]2[C:25]3[CH:26]=[CH:27][CH:28]=[CH:29][C:24]=3[O:23][C:22]=2[C:17]([C:14]2[CH:13]=[CH:12][C:11]([CH:10]3[N:6]([CH2:5][C:4]([OH:38])=[O:3])[N:7]=[C:8]([C:30]4[CH:31]=[CH:32][C:33]([O:36][CH3:37])=[CH:34][CH:35]=4)[CH2:9]3)=[CH:16][CH:15]=2)=[CH:18][CH:19]=1, predict the reactants needed to synthesize it. The reactants are: C([O:3][C:4](=[O:38])[CH2:5][N:6]1[CH:10]([C:11]2[CH:16]=[CH:15][C:14]([C:17]3[C:22]4[O:23][C:24]5[CH:29]=[CH:28][CH:27]=[CH:26][C:25]=5[C:21]=4[CH:20]=[CH:19][CH:18]=3)=[CH:13][CH:12]=2)[CH2:9][C:8]([C:30]2[CH:35]=[CH:34][C:33]([O:36][CH3:37])=[CH:32][CH:31]=2)=[N:7]1)C.[OH-].[K+].Cl. (7) Given the product [CH2:1]([O:3][P:4]([CH2:9][C:10]1[S:14][C:13]([NH2:15])=[N:12][CH:11]=1)(=[O:8])[O:5][CH2:6][CH3:7])[CH3:2], predict the reactants needed to synthesize it. The reactants are: [CH2:1]([O:3][P:4]([CH2:9][C:10]1[S:14][C:13]([NH:15]C(OC(C)(C)C)=O)=[N:12][CH:11]=1)(=[O:8])[O:5][CH2:6][CH3:7])[CH3:2].C(O)(C(F)(F)F)=O.